This data is from Reaction yield outcomes from USPTO patents with 853,638 reactions. The task is: Predict the reaction yield, written as a fraction of the theoretical maximum amount of product (1.0 means a 100% yield; for example, 0.34 means a 34% yield). (1) The reactants are [F:1][C:2]1[CH:7]=[CH:6][CH:5]=[CH:4][C:3]=1[C:8]1[NH:12][CH:11]=[C:10]([CH:13]=[O:14])[CH:9]=1.[I:15]N1C(=O)CCC1=O.O. The catalyst is CN(C)C=O. The product is [F:1][C:2]1[CH:7]=[CH:6][CH:5]=[CH:4][C:3]=1[C:8]1[NH:12][CH:11]=[C:10]([CH:13]=[O:14])[C:9]=1[I:15]. The yield is 0.140. (2) The reactants are [CH3:1][O:2][C@H:3]1[CH2:7][CH2:6][N:5]([C:8]2[CH:9]=[CH:10][C:11]3[N:12]([C:14]([C:17]([OH:19])=O)=[CH:15][N:16]=3)[N:13]=2)[CH2:4]1.CN(C(ON1N=NC2C=CC=NC1=2)=[N+](C)C)C.F[P-](F)(F)(F)(F)F.CCN(C(C)C)C(C)C.[N:53]1[CH:58]=[CH:57][C:56]([NH2:59])=[N:55][CH:54]=1.[H-].[Na+]. The catalyst is C(Cl)Cl.C1COCC1.O. The product is [CH3:1][O:2][C@H:3]1[CH2:7][CH2:6][N:5]([C:8]2[CH:9]=[CH:10][C:11]3[N:12]([C:14]([C:17]([NH:59][C:56]4[CH:57]=[CH:58][N:53]=[CH:54][N:55]=4)=[O:19])=[CH:15][N:16]=3)[N:13]=2)[CH2:4]1. The yield is 0.100. (3) The reactants are [C:1]([O:5][C:6]([N:8]1[CH2:13][C:12](=[O:14])[O:11][C:10](=[O:15])[CH2:9]1)=[O:7])([CH3:4])([CH3:3])[CH3:2].Cl.[NH2:17][CH2:18][C:19]([C:21]1[CH:26]=[CH:25][C:24]([Br:27])=[CH:23][CH:22]=1)=[O:20].CN1CCOCC1. The catalyst is CN(C)C=O. The product is [Br:27][C:24]1[CH:23]=[CH:22][C:21]([C:19](=[O:20])[CH2:18][NH:17][C:12]([CH2:13][N:8]([CH2:9][C:10]([OH:11])=[O:15])[C:6]([O:5][C:1]([CH3:2])([CH3:3])[CH3:4])=[O:7])=[O:14])=[CH:26][CH:25]=1. The yield is 0.800. (4) The reactants are C1(C2C3C=CC4C(=O)NCCC=CCCNC(=O)CN(C=3C=4)C=2C2C=CC(OCC3C=C([N+]([O-])=O)C=CC=3N3CCN(S(C)(=O)=O)CC3)=CC=2)CCCCC1.[CH2:56]([NH:60][C:61]([C:63]1[CH:71]=[C:70]2[C:66]([C:67]([CH:106]3[CH2:111][CH2:110][CH2:109][CH2:108][CH2:107]3)=[C:68]([C:80]3[CH:85]=[CH:84][C:83]([O:86][CH2:87][C:88]4[CH:93]=[C:92]([N:94]5[CH2:98][CH2:97][CH2:96][C:95]5=[O:99])[CH:91]=[CH:90][C:89]=4[N:100]4[CH2:105][CH2:104][O:103][CH2:102][CH2:101]4)=[CH:82][CH:81]=3)[N:69]2[CH2:72][C:73](=[O:79])[NH:74][CH2:75][CH2:76][CH:77]=[CH2:78])=[CH:65][CH:64]=1)=[O:62])[CH2:57]C=C. No catalyst specified. The product is [CH:106]1([C:67]2[C:66]3[CH:65]=[CH:64][C:63]4[C:61](=[O:62])[NH:60][CH2:56][CH2:57][CH:78]=[CH:77][CH2:76][CH2:75][NH:74][C:73](=[O:79])[CH2:72][N:69]([C:70]=3[CH:71]=4)[C:68]=2[C:80]2[CH:85]=[CH:84][C:83]([O:86][CH2:87][C:88]3[CH:93]=[C:92]([N:94]4[CH2:98][CH2:97][CH2:96][C:95]4=[O:99])[CH:91]=[CH:90][C:89]=3[N:100]3[CH2:105][CH2:104][O:103][CH2:102][CH2:101]3)=[CH:82][CH:81]=2)[CH2:107][CH2:108][CH2:109][CH2:110][CH2:111]1. The yield is 0.250. (5) The reactants are [Cl:1][C:2]1[CH:3]=[CH:4][C:5]2[O:9][C:8]([C:10]3[CH:16]=[CH:15][C:13]([NH2:14])=[CH:12][CH:11]=3)=[N:7][C:6]=2[CH:17]=1.[C:18](Cl)(=[O:20])[CH3:19].O. The catalyst is N1C=CC=CC=1. The product is [Cl:1][C:2]1[CH:3]=[CH:4][C:5]2[O:9][C:8]([C:10]3[CH:16]=[CH:15][C:13]([NH:14][C:18](=[O:20])[CH3:19])=[CH:12][CH:11]=3)=[N:7][C:6]=2[CH:17]=1. The yield is 0.840.